This data is from Forward reaction prediction with 1.9M reactions from USPTO patents (1976-2016). The task is: Predict the product of the given reaction. (1) Given the reactants [Cl:1][C:2]1[N:7]=[CH:6][C:5]([NH2:8])=[CH:4][CH:3]=1.Br[C:10]1[CH:18]=[CH:17][C:16]([CH3:19])=[CH:15][C:11]=1[C:12]([OH:14])=[O:13].C([O-])([O-])=O.[K+].[K+].O, predict the reaction product. The product is: [Cl:1][C:2]1[N:7]=[CH:6][C:5]([NH:8][C:10]2[CH:18]=[CH:17][C:16]([CH3:19])=[CH:15][C:11]=2[C:12]([OH:14])=[O:13])=[CH:4][CH:3]=1. (2) Given the reactants Br[C:2]1[CH:3]=[C:4]([N+:9]([O-:11])=[O:10])[C:5]([NH2:8])=[N:6][CH:7]=1.CC1(C)C(C)(C)OB([C:20]2[CH2:25][CH2:24][N:23]([C:26]([O:28][C:29]([CH3:32])([CH3:31])[CH3:30])=[O:27])[CH2:22][CH:21]=2)O1.C([O-])([O-])=O.[K+].[K+], predict the reaction product. The product is: [NH2:8][C:5]1[N:6]=[CH:7][C:2]([C:20]2[CH2:25][CH2:24][N:23]([C:26]([O:28][C:29]([CH3:32])([CH3:31])[CH3:30])=[O:27])[CH2:22][CH:21]=2)=[CH:3][C:4]=1[N+:9]([O-:11])=[O:10]. (3) Given the reactants [Cl:1][C:2]1[C:3]([NH:23][C:24]2[CH:28]=[C:27]([CH3:29])[NH:26][N:25]=2)=[N:4][C:5]([NH:8][C:9]2[CH:14]=[C:13]([CH3:15])[C:12]([CH:16]3[CH2:21][CH2:20][NH:19][CH2:18][CH2:17]3)=[CH:11][C:10]=2[F:22])=[N:6][CH:7]=1.Cl[CH2:31][CH2:32][CH2:33][C:34]([N:36]1[CH2:41][CH2:40][O:39][CH2:38][CH2:37]1)=[O:35].CCN(C(C)C)C(C)C, predict the reaction product. The product is: [Cl:1][C:2]1[C:3]([NH:23][C:24]2[CH:28]=[C:27]([CH3:29])[NH:26][N:25]=2)=[N:4][C:5]([NH:8][C:9]2[C:10]([F:22])=[CH:11][C:12]([CH:16]3[CH2:17][CH2:18][N:19]([CH2:31][CH2:32][CH2:33][C:34]([N:36]4[CH2:41][CH2:40][O:39][CH2:38][CH2:37]4)=[O:35])[CH2:20][CH2:21]3)=[C:13]([CH3:15])[CH:14]=2)=[N:6][CH:7]=1. (4) Given the reactants [I:1][C:2]1[CH:10]=[C:6](C(O)=O)[C:5]([NH2:11])=[CH:4][CH:3]=1.[CH:12](OC)=O.[CH3:16][OH:17].[NH3:18], predict the reaction product. The product is: [I:1][C:2]1[CH:10]=[C:6]2[C:5](=[CH:4][CH:3]=1)[N:11]=[CH:12][NH:18][C:16]2=[O:17]. (5) Given the reactants S(S([O-])=O)([O-])(=O)=O.[Na+].[Na+].[NH2:10][C:11]1[CH:12]=[C:13]([CH:17]=[CH:18][C:19]=1[NH2:20])[C:14](O)=O.[NH:21]1[C:29]2[C:24](=[CH:25][CH:26]=[CH:27][CH:28]=2)[C:23]([CH:30]=O)=[N:22]1.[CH3:32]N(C)C=O, predict the reaction product. The product is: [CH3:32][C:17]1[C:13]([CH3:14])=[CH:12][C:11]2[NH:10][C:30]([C:23]3[C:24]4[C:29](=[CH:28][CH:27]=[CH:26][CH:25]=4)[NH:21][N:22]=3)=[N:20][C:19]=2[CH:18]=1. (6) Given the reactants [NH2:1][C:2]1[CH:11]=[C:10]([F:12])[CH:9]=[CH:8][C:3]=1[C:4]([O:6][CH3:7])=[O:5].[CH:13](=O)[C:14]1[CH:19]=[CH:18][CH:17]=[CH:16][CH:15]=1.C(O[BH-](OC(=O)C)OC(=O)C)(=O)C.[Na+].C(O)(=O)C, predict the reaction product. The product is: [CH2:13]([NH:1][C:2]1[CH:11]=[C:10]([F:12])[CH:9]=[CH:8][C:3]=1[C:4]([O:6][CH3:7])=[O:5])[C:14]1[CH:19]=[CH:18][CH:17]=[CH:16][CH:15]=1. (7) Given the reactants [F:1][C:2]1[CH:7]=[CH:6][C:5]([CH2:8][C:9]([O:11][CH3:12])=[O:10])=[C:4]([O:13][CH3:14])[CH:3]=1.[Li+].[CH3:16]C([N-]C(C)C)C.CI, predict the reaction product. The product is: [F:1][C:2]1[CH:7]=[CH:6][C:5]([CH:8]([CH3:16])[C:9]([O:11][CH3:12])=[O:10])=[C:4]([O:13][CH3:14])[CH:3]=1.